Dataset: Full USPTO retrosynthesis dataset with 1.9M reactions from patents (1976-2016). Task: Predict the reactants needed to synthesize the given product. (1) Given the product [CH2:1]([O:3][C:4](=[O:13])[C:5]1[CH:10]=[CH:9][C:8]([Cl:11])=[C:7]([CH:14]([CH3:16])[CH3:15])[CH:6]=1)[CH3:2], predict the reactants needed to synthesize it. The reactants are: [CH2:1]([O:3][C:4](=[O:13])[C:5]1[CH:10]=[CH:9][C:8]([Cl:11])=[C:7](Br)[CH:6]=1)[CH3:2].[CH:14]([Zn]C(C)C)([CH3:16])[CH3:15]. (2) Given the product [Cl:1][C:2]1[CH:10]=[C:9]([N+:11]([O-:13])=[O:12])[C:8]([O:14][CH3:15])=[CH:7][C:3]=1[C:4]([NH:24][C:25]1[CH:30]=[CH:29][CH:28]=[CH:27][CH:26]=1)=[O:6], predict the reactants needed to synthesize it. The reactants are: [Cl:1][C:2]1[CH:10]=[C:9]([N+:11]([O-:13])=[O:12])[C:8]([O:14][CH3:15])=[CH:7][C:3]=1[C:4]([OH:6])=O.CN(C(O[N:24]1N=N[C:26]2[CH:27]=[CH:28][CH:29]=[CH:30][C:25]1=2)=[N+](C)C)C.F[P-](F)(F)(F)(F)F.NC1C=CC=CC=1.C(N(C(C)C)CC)(C)C. (3) Given the product [NH2:14][C:15]1[CH:34]=[C:13]([CH:18]2[CH2:23][CH2:22][CH2:21][N:20]([C:24]([O:26][C:27]([CH3:28])([CH3:29])[CH3:30])=[O:25])[CH2:19]2)[CH:12]=[C:11]([CH:6]2[CH2:7][CH:8]=[CH:9][CH:4]([CH2:1][CH2:2][CH3:3])[CH2:5]2)[N:16]=1, predict the reactants needed to synthesize it. The reactants are: [CH2:1]([C:4]1[C:5](O)=[C:6]([C:11]2[N:16]=[C:15](N)[N:14]=[C:13]([CH:18]3[CH2:23][CH2:22][CH2:21][N:20]([C:24]([O:26][C:27]([CH3:30])([CH3:29])[CH3:28])=[O:25])[CH2:19]3)[CH:12]=2)[C:7](O)=[CH:8][CH:9]=1)[CH:2]=[CH2:3].[H][H].[C:34](OCC)(=O)C. (4) Given the product [F:35][C:11]([F:10])([F:36])[C:12]1[CH:34]=[CH:33][CH:32]=[CH:31][C:13]=1[O:14][CH:15]1[CH2:16][CH2:17][N:18]([C:21]2[S:22][CH:23]=[C:24]([CH:26]=[O:27])[N:25]=2)[CH2:19][CH2:20]1, predict the reactants needed to synthesize it. The reactants are: CC(C[AlH]CC(C)C)C.[F:10][C:11]([F:36])([F:35])[C:12]1[CH:34]=[CH:33][CH:32]=[CH:31][C:13]=1[O:14][CH:15]1[CH2:20][CH2:19][N:18]([C:21]2[S:22][CH:23]=[C:24]([C:26](OCC)=[O:27])[N:25]=2)[CH2:17][CH2:16]1.CO. (5) Given the product [CH2:1]([NH:8][C:9]1[CH:16]=[CH:15][C:12]([N:20]2[CH2:25][CH2:24][O:23][CH2:22][CH2:21]2)=[C:11]([CH3:26])[C:10]=1[N+:17]([O-:19])=[O:18])[C:2]1[CH:3]=[CH:4][CH:5]=[CH:6][CH:7]=1, predict the reactants needed to synthesize it. The reactants are: [CH2:1]([NH:8][C:9]1[CH:16]=[CH:15][C:12](C=O)=[CH:11][C:10]=1[N+:17]([O-:19])=[O:18])[C:2]1[CH:7]=[CH:6][CH:5]=[CH:4][CH:3]=1.[NH:20]1[CH2:25][CH2:24][O:23][CH2:22][CH2:21]1.[C:26]([BH3-])#N.[Na+].[OH-].[Na+]. (6) Given the product [N:18]1([C:2]2[CH:3]=[C:4]3[C:8](=[CH:9][CH:10]=2)[CH2:7][N:6]([C:11]([O:13][C:14]([CH3:17])([CH3:16])[CH3:15])=[O:12])[CH2:5]3)[CH2:23][CH2:22][O:21][CH2:20][CH2:19]1, predict the reactants needed to synthesize it. The reactants are: Br[C:2]1[CH:3]=[C:4]2[C:8](=[CH:9][CH:10]=1)[CH2:7][N:6]([C:11]([O:13][C:14]([CH3:17])([CH3:16])[CH3:15])=[O:12])[CH2:5]2.[NH:18]1[CH2:23][CH2:22][O:21][CH2:20][CH2:19]1.CC(C)([O-])C.[Na+].C1C=CC(P(C2C(C3C(P(C4C=CC=CC=4)C4C=CC=CC=4)=CC=C4C=3C=CC=C4)=C3C(C=CC=C3)=CC=2)C2C=CC=CC=2)=CC=1. (7) The reactants are: C(Cl)(=O)C(Cl)=O.[CH3:7][C:8]1[CH:13]=[C:12]([NH:14][C:15]2[CH:20]=[C:19]([C:21]([F:24])([F:23])[F:22])[CH:18]=[CH:17][N:16]=2)[N:11]=[C:10]([C:25]([OH:27])=O)[CH:9]=1.CCN(C(C)C)C(C)C.[C:37]([O:41][C:42]([CH3:45])([CH3:44])[CH3:43])(=[O:40])[NH:38][NH2:39].Cl. Given the product [CH3:7][C:8]1[CH:13]=[C:12]([NH:14][C:15]2[CH:20]=[C:19]([C:21]([F:22])([F:23])[F:24])[CH:18]=[CH:17][N:16]=2)[N:11]=[C:10]([C:25]([NH:39][NH:38][C:37]([O:41][C:42]([CH3:45])([CH3:44])[CH3:43])=[O:40])=[O:27])[CH:9]=1, predict the reactants needed to synthesize it. (8) Given the product [F:78][CH:49]([F:48])[CH2:50][NH:51][C:52]1[N:53]=[C:54]2[CH2:76][CH:75]([CH3:77])[N:74]([C:4](=[O:6])[C@@H:3]([O:2][CH3:1])[CH3:7])[CH2:73][C:55]2=[N:56][C:57]=1[N:58]1[CH2:59][CH2:60][CH:61]([O:64][C:65]2[CH:70]=[CH:69][C:68]([F:71])=[CH:67][C:66]=2[F:72])[CH2:62][CH2:63]1.[C:42]([OH:43])([C:44]([F:47])([F:46])[F:45])=[O:41], predict the reactants needed to synthesize it. The reactants are: [CH3:1][O:2][C@@H:3]([CH3:7])[C:4]([OH:6])=O.CCN(C(C)C)C(C)C.CN(C(ON1N=NC2C=CC=NC1=2)=[N+](C)C)C.F[P-](F)(F)(F)(F)F.[OH:41][C:42]([C:44]([F:47])([F:46])[F:45])=[O:43].[F:48][CH:49]([F:78])[CH2:50][NH:51][C:52]1[N:53]=[C:54]2[CH2:76][CH:75]([CH3:77])[NH:74][CH2:73][C:55]2=[N:56][C:57]=1[N:58]1[CH2:63][CH2:62][CH:61]([O:64][C:65]2[CH:70]=[CH:69][C:68]([F:71])=[CH:67][C:66]=2[F:72])[CH2:60][CH2:59]1.